Dataset: Catalyst prediction with 721,799 reactions and 888 catalyst types from USPTO. Task: Predict which catalyst facilitates the given reaction. (1) Reactant: [CH2:1]([O:4][N:5]([C@H:18]1[CH2:23][N:22](C(OC(C)(C)C)=O)[C@H:21]([CH2:31][O:32][CH3:33])[CH:20]=[C:19]1[C:34](=[O:38])[N:35]([CH3:37])[CH3:36])[S:6]([C:9]1[CH:14]=[CH:13][CH:12]=[CH:11][C:10]=1[N+:15]([O-:17])=[O:16])(=[O:8])=[O:7])[CH:2]=[CH2:3].FC(F)(F)C(O)=O. Product: [CH2:1]([O:4][N:5]([C@@H:18]1[C:19]([C:34]([N:35]([CH3:37])[CH3:36])=[O:38])=[CH:20][C@@H:21]([CH2:31][O:32][CH3:33])[NH:22][CH2:23]1)[S:6]([C:9]1[CH:14]=[CH:13][CH:12]=[CH:11][C:10]=1[N+:15]([O-:17])=[O:16])(=[O:8])=[O:7])[CH:2]=[CH2:3]. The catalyst class is: 2. (2) Reactant: F[C:2]1[CH:9]=[CH:8][C:5]([C:6]#[N:7])=[CH:4][CH:3]=1.[SH:10][C:11]1[CH:19]=[CH:18][C:14](C(O)=O)=[CH:13][CH:12]=1.[C:20](=[O:23])([O-])[O-:21].[K+].[K+].Cl. Product: [C:6]([C:5]1[CH:8]=[CH:9][C:2]([S:10][C:11]2[CH:19]=[CH:18][CH:14]=[CH:13][C:12]=2[C:20]([OH:21])=[O:23])=[CH:3][CH:4]=1)#[N:7]. The catalyst class is: 18.